Predict the reactants needed to synthesize the given product. From a dataset of Full USPTO retrosynthesis dataset with 1.9M reactions from patents (1976-2016). (1) The reactants are: [CH2:1]([O:3][C:4](=[O:13])[C:5](=[N+:11]=[N-:12])[C:6](=O)[CH:7]([F:9])[F:8])[CH3:2].[CH3:14][O:15][C:16]([CH:18]=P(C1C=CC=CC=1)(C1C=CC=CC=1)C1C=CC=CC=1)=[O:17]. Given the product [CH3:14][O:15][C:16](=[O:17])/[CH:18]=[C:6](/[CH:7]([F:9])[F:8])\[C:5](=[N+:11]=[N-:12])[C:4]([O:3][CH2:1][CH3:2])=[O:13], predict the reactants needed to synthesize it. (2) Given the product [NH2:18][CH2:17][C:15]1[C:14]([CH2:19][N:20]([CH3:31])[C@@H:21]2[C:30]3[C:25](=[CH:26][CH:27]=[CH:28][CH:29]=3)[CH2:24][CH2:23][CH2:22]2)=[C:13]([CH3:32])[N:12]=[C:11]([C:4]2[C:3]([CH2:1][CH3:2])=[CH:8][CH:7]=[CH:6][C:5]=2[CH2:9][CH3:10])[N:16]=1, predict the reactants needed to synthesize it. The reactants are: [CH2:1]([C:3]1[CH:8]=[CH:7][CH:6]=[C:5]([CH2:9][CH3:10])[C:4]=1[C:11]1[N:16]=[C:15]([C:17]#[N:18])[C:14]([CH2:19][N:20]([CH3:31])[C@@H:21]2[C:30]3[C:25](=[CH:26][CH:27]=[CH:28][CH:29]=3)[CH2:24][CH2:23][CH2:22]2)=[C:13]([CH3:32])[N:12]=1)[CH3:2].CC(C[AlH]CC(C)C)C.Cl.[OH-].[Na+]. (3) Given the product [Br:1][C:2]1[CH:7]=[CH:6][C:5]([C@@H:8]([N:10]([CH2:18][CH2:19][CH2:20]/[C:21](=[N:35]\[S@@:33]([C:29]([CH3:32])([CH3:31])[CH3:30])=[O:34])/[C:22]2[CH:27]=[CH:26][CH:25]=[CH:24][CH:23]=2)[C:11](=[O:17])[O:12][C:13]([CH3:16])([CH3:15])[CH3:14])[CH3:9])=[CH:4][CH:3]=1, predict the reactants needed to synthesize it. The reactants are: [Br:1][C:2]1[CH:7]=[CH:6][C:5]([C@@H:8]([N:10]([CH2:18][CH2:19][CH2:20][C:21](=O)[C:22]2[CH:27]=[CH:26][CH:25]=[CH:24][CH:23]=2)[C:11](=[O:17])[O:12][C:13]([CH3:16])([CH3:15])[CH3:14])[CH3:9])=[CH:4][CH:3]=1.[C:29]([S@:33]([NH2:35])=[O:34])([CH3:32])([CH3:31])[CH3:30]. (4) Given the product [C:1]([O:5][C:6]([NH:8][C@H:9]([C:23]([O:25][CH3:26])=[O:24])[CH2:10][C:11]1[CH:16]=[CH:15][C:14]([O:17][C@H:18]2[CH2:21][C@@H:20]([F:33])[CH2:19]2)=[CH:13][CH:12]=1)=[O:7])([CH3:4])([CH3:3])[CH3:2], predict the reactants needed to synthesize it. The reactants are: [C:1]([O:5][C:6]([NH:8][C@H:9]([C:23]([O:25][CH3:26])=[O:24])[CH2:10][C:11]1[CH:16]=[CH:15][C:14]([O:17][C@H:18]2[CH2:21][C@H:20](O)[CH2:19]2)=[CH:13][CH:12]=1)=[O:7])([CH3:4])([CH3:3])[CH3:2].C(N(S(F)(F)[F:33])CC)C. (5) The reactants are: C(O[C:4](=[O:24])[CH2:5][CH:6]([C:13]1[CH:21]=[CH:20][C:19]([O:22][CH3:23])=[C:18]2[C:14]=1[CH:15]=[CH:16][NH:17]2)[C:7]1[CH:12]=[CH:11][CH:10]=[CH:9][CH:8]=1)C.[NH:25]1C2C(=CC=CC=2C(C2C=CC=CC=2)=CC(NC)=O)C=[CH:26]1. Given the product [CH3:23][O:22][C:19]1[CH:20]=[CH:21][C:13]([CH:6]([C:7]2[CH:8]=[CH:9][CH:10]=[CH:11][CH:12]=2)[CH2:5][C:4]([NH:25][CH3:26])=[O:24])=[C:14]2[C:18]=1[NH:17][CH:16]=[CH:15]2, predict the reactants needed to synthesize it. (6) Given the product [Cl:10][C:11]1[CH:12]=[CH:13][C:14]2[O:18][C:17]([N:19]3[CH2:20][CH2:21][CH2:22][CH2:23][CH2:24]3)=[N:16][C:15]=2[CH:25]=1, predict the reactants needed to synthesize it. The reactants are: NC1C=C(Cl)C=CC=1O.[Cl:10][C:11]1[CH:12]=[CH:13][C:14]2[O:18][C:17]([N:19]3[CH2:24][CH2:23][CH2:22][CH2:21][CH2:20]3)=[N:16][C:15]=2[CH:25]=1.N1CCC(C(O)=O)CC1.O.[OH-].[K+]. (7) Given the product [CH3:31][N:32]([CH3:44])[C:33](=[O:34])[C:35]1[CH:36]=[CH:37][C:38]([C:2]2[S:6][C:5]([S:7]([N:10]3[CH2:11][CH2:12][C:13]4([N:17]=[C:16]([C:18]5[CH:23]=[CH:22][CH:21]=[C:20]([C:24]([F:25])([F:27])[F:26])[CH:19]=5)[NH:15][C:14]4=[O:28])[CH2:29][CH2:30]3)(=[O:8])=[O:9])=[CH:4][CH:3]=2)=[CH:39][CH:40]=1, predict the reactants needed to synthesize it. The reactants are: Br[C:2]1[S:6][C:5]([S:7]([N:10]2[CH2:30][CH2:29][C:13]3([N:17]=[C:16]([C:18]4[CH:23]=[CH:22][CH:21]=[C:20]([C:24]([F:27])([F:26])[F:25])[CH:19]=4)[NH:15][C:14]3=[O:28])[CH2:12][CH2:11]2)(=[O:9])=[O:8])=[CH:4][CH:3]=1.[CH3:31][N:32]([CH3:44])[C:33]([C:35]1[CH:40]=[CH:39][C:38](B(O)O)=[CH:37][CH:36]=1)=[O:34].C([O-])([O-])=O.[Na+].[Na+].N#N. (8) Given the product [CH:15]1([NH:21][C:22]([N:1]=[C:2]2[N:6]([C:22](=[O:23])[NH:21][CH:15]3[CH2:20][CH2:19][CH2:18][CH2:17][CH2:16]3)[C@@H:5]([CH3:7])[C@H:4]([C:8]3[CH:13]=[CH:12][C:11]([CH3:14])=[CH:10][CH:9]=3)[S:3]2)=[O:23])[CH2:20][CH2:19][CH2:18][CH2:17][CH2:16]1, predict the reactants needed to synthesize it. The reactants are: [NH:1]=[C:2]1[NH:6][C@@H:5]([CH3:7])[C@H:4]([C:8]2[CH:13]=[CH:12][C:11]([CH3:14])=[CH:10][CH:9]=2)[S:3]1.[CH:15]1([N:21]=[C:22]=[O:23])[CH2:20][CH2:19][CH2:18][CH2:17][CH2:16]1. (9) Given the product [O:1]=[CH:2][CH2:3][CH2:4][CH2:5][NH:6][C:7](=[O:16])[O:8][CH2:9][C:10]1[CH:15]=[CH:14][CH:13]=[CH:12][CH:11]=1, predict the reactants needed to synthesize it. The reactants are: [OH:1][CH2:2][CH2:3][CH2:4][CH2:5][NH:6][C:7](=[O:16])[O:8][CH2:9][C:10]1[CH:15]=[CH:14][CH:13]=[CH:12][CH:11]=1. (10) Given the product [CH2:9]([N:14]1[CH:13]=[C:12]2[C:7](=[CH:8][CH:9]([C:23]3[CH:28]=[C:27]([F:29])[CH:26]=[CH:25][C:24]=3[O:30][CH3:31])[C:10](=[O:22])[NH:11]2)[C:6]([OH:32])=[C:5]1[C:3]([NH:33][CH2:34][CH2:35][C:36]([OH:38])=[O:37])=[O:4])[C:23]1[CH:28]=[CH:27][CH:26]=[CH:25][CH:24]=1, predict the reactants needed to synthesize it. The reactants are: CO[C:3]([C:5]1[C:6]([OH:32])=[C:7]2[C:12](=[CH:13][N:14]=1)[N:11](CC1C=CC=CC=1)[C:10](=[O:22])[C:9]([C:23]1[CH:28]=[C:27]([F:29])[CH:26]=[CH:25][C:24]=1[O:30][CH3:31])=[CH:8]2)=[O:4].[NH2:33][CH2:34][CH2:35][C:36]([OH:38])=[O:37].C[O-].[Na+].